From a dataset of Catalyst prediction with 721,799 reactions and 888 catalyst types from USPTO. Predict which catalyst facilitates the given reaction. (1) Reactant: [CH3:1][N:2]1[C:11]2[CH:10]=[CH:9][CH:8]=[C:7]3[C@H:12]4[CH2:17][N:16]([CH2:18][CH2:19][CH2:20][C:21]([C:23]5[CH:28]=[CH:27][C:26]([F:29])=[CH:25][CH:24]=5)=[O:22])[CH2:15][CH2:14][C@H:13]4[N:5]([C:6]=23)[CH2:4][CH2:3]1. Product: [CH3:1][N:2]1[C:11]2[CH:10]=[CH:9][CH:8]=[C:7]3[C@@H:12]4[CH2:17][N:16]([CH2:18][CH2:19][CH2:20][C:21]([C:23]5[CH:24]=[CH:25][C:26]([F:29])=[CH:27][CH:28]=5)=[O:22])[CH2:15][CH2:14][C@@H:13]4[N:5]([C:6]=23)[CH2:4][CH2:3]1. The catalyst class is: 22. (2) Reactant: [CH3:1][O:2][C:3](=[O:13])[CH2:4][C:5]1[CH:10]=[C:9]([OH:11])[CH:8]=[C:7]([OH:12])[CH:6]=1.[CH2:14](Br)[C:15]1[CH:20]=[CH:19][CH:18]=[CH:17][CH:16]=1.C(=O)([O-])[O-].[K+].[K+]. Product: [CH3:1][O:2][C:3](=[O:13])[CH2:4][C:5]1[CH:10]=[C:9]([O:11][CH2:14][C:15]2[CH:20]=[CH:19][CH:18]=[CH:17][CH:16]=2)[CH:8]=[C:7]([O:12][CH2:4][C:5]2[CH:10]=[CH:9][CH:8]=[CH:7][CH:6]=2)[CH:6]=1. The catalyst class is: 3.